This data is from Forward reaction prediction with 1.9M reactions from USPTO patents (1976-2016). The task is: Predict the product of the given reaction. (1) Given the reactants [CH2:1]([O:8][C:9]([N:11]1[CH2:16][CH:15]([O:17][Si:18]([CH:25]([CH3:27])[CH3:26])([CH:22]([CH3:24])[CH3:23])[CH:19]([CH3:21])[CH3:20])[CH:14]([C:28]2[CH:33]=[CH:32][C:31]([CH2:34]Cl)=[CH:30][CH:29]=2)[CH:13]([O:36][CH2:37][C:38]2[CH:39]=[CH:40][C:41]3[O:46][CH2:45][CH2:44][N:43]([CH2:47][CH2:48][CH2:49][O:50][CH3:51])[C:42]=3[CH:52]=2)[CH2:12]1)=[O:10])[C:2]1[CH:7]=[CH:6][CH:5]=[CH:4][CH:3]=1.[F:53][C:54]1[CH:63]=[CH:62][C:61]([F:64])=[CH:60][C:55]=1[O:56][CH2:57][CH2:58][OH:59], predict the reaction product. The product is: [CH2:1]([O:8][C:9]([N:11]1[CH2:16][CH:15]([O:17][Si:18]([CH:25]([CH3:27])[CH3:26])([CH:22]([CH3:24])[CH3:23])[CH:19]([CH3:21])[CH3:20])[CH:14]([C:28]2[CH:33]=[CH:32][C:31]([CH2:34][O:59][CH2:58][CH2:57][O:56][C:55]3[CH:60]=[C:61]([F:64])[CH:62]=[CH:63][C:54]=3[F:53])=[CH:30][CH:29]=2)[CH:13]([O:36][CH2:37][C:38]2[CH:39]=[CH:40][C:41]3[O:46][CH2:45][CH2:44][N:43]([CH2:47][CH2:48][CH2:49][O:50][CH3:51])[C:42]=3[CH:52]=2)[CH2:12]1)=[O:10])[C:2]1[CH:7]=[CH:6][CH:5]=[CH:4][CH:3]=1. (2) Given the reactants [Br:1][CH2:2][C:3](=[O:6])[CH2:4][CH3:5].[S:7]1[CH2:11][CH2:10][CH2:9][CH2:8]1, predict the reaction product. The product is: [Br-:1].[O:6]=[C:3]([CH2:4][CH3:5])[CH2:2][S+:7]1[CH2:11][CH2:10][CH2:9][CH2:8]1. (3) Given the reactants [Cl:1][C:2]1[CH:7]=[CH:6][CH:5]=[CH:4][C:3]=1[C:8](=O)[CH3:9].Cl.[Br:12][C:13]1[CH:18]=[CH:17][C:16]([NH:19][NH2:20])=[CH:15][CH:14]=1.CC([O-])=O.[K+], predict the reaction product. The product is: [Br:12][C:13]1[CH:18]=[CH:17][C:16]([NH:19]/[N:20]=[C:8](\[C:3]2[CH:4]=[CH:5][CH:6]=[CH:7][C:2]=2[Cl:1])/[CH3:9])=[CH:15][CH:14]=1.